From a dataset of Forward reaction prediction with 1.9M reactions from USPTO patents (1976-2016). Predict the product of the given reaction. (1) Given the reactants [NH2:1][C:2]1[CH:7]=[CH:6][C:5]([CH2:8][OH:9])=[CH:4][CH:3]=1.[C:10](Cl)([O:12][CH2:13][CH:14]1[C:26]2[C:21](=[CH:22][CH:23]=[CH:24][CH:25]=2)[C:20]2[C:15]1=[CH:16][CH:17]=[CH:18][CH:19]=2)=[O:11].N1C=CC=CC=1, predict the reaction product. The product is: [CH:25]1[C:26]2[CH:14]([CH2:13][O:12][C:10](=[O:11])[NH:1][C:2]3[CH:7]=[CH:6][C:5]([CH2:8][OH:9])=[CH:4][CH:3]=3)[C:15]3[C:20](=[CH:19][CH:18]=[CH:17][CH:16]=3)[C:21]=2[CH:22]=[CH:23][CH:24]=1. (2) Given the reactants [C:1]([C:3]([C:6]1[CH:7]=[C:8]([CH:31]=[CH:32][CH:33]=1)[C:9]([NH:11][C:12]1[CH:13]=[C:14]([CH:28]=[CH:29][CH:30]=1)[O:15][C:16]1[CH:17]=[CH:18][C:19]2[N:20]([CH:22]=[C:23](C(O)=O)[N:24]=2)[N:21]=1)=[O:10])([CH3:5])[CH3:4])#[N:2].C1(P(N=[N+]=[N-])(C2C=CC=CC=2)=[O:41])C=CC=CC=1.C([N:53]([CH2:56]C)CC)C.[C:58]([OH:62])([CH3:61])([CH3:60])[CH3:59], predict the reaction product. The product is: [C:58]([O:62][C:56](=[O:41])[NH:53][C:23]1[N:24]=[C:19]2[CH:18]=[CH:17][C:16]([O:15][C:14]3[CH:28]=[CH:29][CH:30]=[C:12]([NH:11][C:9](=[O:10])[C:8]4[CH:31]=[CH:32][CH:33]=[C:6]([C:3]([C:1]#[N:2])([CH3:5])[CH3:4])[CH:7]=4)[CH:13]=3)=[N:21][N:20]2[CH:22]=1)([CH3:61])([CH3:60])[CH3:59]. (3) The product is: [CH2:9]([N:16]1[CH2:20][CH2:19][C@@H:18]([N:21]2[CH2:4][CH2:6][O:7][CH2:1][CH2:2]2)[CH2:17]1)[C:10]1[CH:11]=[CH:12][CH:13]=[CH:14][CH:15]=1. Given the reactants [CH2:1]1[O:7][CH2:6][C@@H:4](O)[C@H:2]1O.[Na].[CH2:9]([N:16]1[CH2:20][CH2:19][C@@H:18]([NH2:21])[CH2:17]1)[C:10]1[CH:15]=[CH:14][CH:13]=[CH:12][CH:11]=1.C([BH3-])#N.[Na+], predict the reaction product. (4) Given the reactants C([O:5][C:6](=[O:38])[C:7]([S:10][C:11]1[CH:20]=[CH:19][C:18]2[CH2:17][CH:16]([N:21]([CH2:36][CH3:37])[C:22]([NH:24][C:25]3[CH:30]=[CH:29][C:28]([O:31][C:32]([F:35])([F:34])[F:33])=[CH:27][CH:26]=3)=[O:23])[CH2:15][CH2:14][C:13]=2[CH:12]=1)([CH3:9])[CH3:8])(C)(C)C.C(O)(C(F)(F)F)=O, predict the reaction product. The product is: [CH2:36]([N:21]([CH:16]1[CH2:15][CH2:14][C:13]2[CH:12]=[C:11]([S:10][C:7]([CH3:8])([CH3:9])[C:6]([OH:38])=[O:5])[CH:20]=[CH:19][C:18]=2[CH2:17]1)[C:22]([NH:24][C:25]1[CH:26]=[CH:27][C:28]([O:31][C:32]([F:35])([F:33])[F:34])=[CH:29][CH:30]=1)=[O:23])[CH3:37].